Dataset: Peptide-MHC class I binding affinity with 185,985 pairs from IEDB/IMGT. Task: Regression. Given a peptide amino acid sequence and an MHC pseudo amino acid sequence, predict their binding affinity value. This is MHC class I binding data. The peptide sequence is AEILSGRVI. The MHC is HLA-A11:01 with pseudo-sequence HLA-A11:01. The binding affinity (normalized) is 0.0847.